From a dataset of Catalyst prediction with 721,799 reactions and 888 catalyst types from USPTO. Predict which catalyst facilitates the given reaction. (1) Reactant: [CH:1]1[C:10]2[CH2:9][CH2:8][CH2:7][CH2:6][C:5]=2[CH:4]=[CH:3][C:2]=1[O:11][CH2:12][CH2:13][O:14][C:15]1[CH:30]=[CH:29][C:18]([CH2:19][CH:20]([C:25]([O:27]C)=[O:26])[C:21]([O:23][CH3:24])=[O:22])=[CH:17][CH:16]=1.[OH-].[Na+]. Product: [CH3:24][O:23][C:21]([CH:20]([CH2:19][C:18]1[CH:29]=[CH:30][C:15]([O:14][CH2:13][CH2:12][O:11][C:2]2[CH:3]=[CH:4][C:5]3[CH2:6][CH2:7][CH2:8][CH2:9][C:10]=3[CH:1]=2)=[CH:16][CH:17]=1)[C:25]([OH:27])=[O:26])=[O:22]. The catalyst class is: 111. (2) Reactant: [CH2:1]([S:8][C:9]1[N:14]=[C:13]([C:15]2[S:16][C:17]3[CH:25]=[CH:24][CH:23]=[CH:22][C:18]=3[C:19](=[O:21])[N:20]=2)[CH:12]=[CH:11][CH:10]=1)[C:2]1[CH:7]=[CH:6][CH:5]=[CH:4][CH:3]=1.ClC1C=CC=C(C(OO)=[O:34])C=1. Product: [CH2:1]([S:8]([C:9]1[N:14]=[C:13]([C:15]2[S:16][C:17]3[CH:25]=[CH:24][CH:23]=[CH:22][C:18]=3[C:19](=[O:21])[N:20]=2)[CH:12]=[CH:11][CH:10]=1)=[O:34])[C:2]1[CH:3]=[CH:4][CH:5]=[CH:6][CH:7]=1. The catalyst class is: 22. (3) Reactant: [N:1]1[CH:6]=[CH:5][CH:4]=[CH:3][C:2]=1[CH2:7][SH:8].[H-].[Na+].[C:11]([O:15][C:16]([N:18]1[CH2:24][CH2:23][C:22]2[C:25]([CH2:30]Cl)=[C:26]([Cl:29])[CH:27]=[CH:28][C:21]=2[CH2:20][CH2:19]1)=[O:17])([CH3:14])([CH3:13])[CH3:12]. Product: [C:11]([O:15][C:16]([N:18]1[CH2:24][CH2:23][C:22]2[C:25]([CH2:30][S:8][CH2:7][C:2]3[CH:3]=[CH:4][CH:5]=[CH:6][N:1]=3)=[C:26]([Cl:29])[CH:27]=[CH:28][C:21]=2[CH2:20][CH2:19]1)=[O:17])([CH3:14])([CH3:13])[CH3:12]. The catalyst class is: 18. (4) Reactant: [OH:1][C:2]1[C:11]2[C:6](=[CH:7][CH:8]=[CH:9][CH:10]=2)[C:5]([CH:12]=[O:13])=[CH:4][CH:3]=1.[Si:14](Cl)([C:17]([CH3:20])([CH3:19])[CH3:18])([CH3:16])[CH3:15].N1C=CN=C1. Product: [Si:14]([O:1][C:2]1[C:11]2[C:6](=[CH:7][CH:8]=[CH:9][CH:10]=2)[C:5]([CH:12]=[O:13])=[CH:4][CH:3]=1)([C:17]([CH3:20])([CH3:19])[CH3:18])([CH3:16])[CH3:15]. The catalyst class is: 9.